From a dataset of Peptide-MHC class I binding affinity with 185,985 pairs from IEDB/IMGT. Regression. Given a peptide amino acid sequence and an MHC pseudo amino acid sequence, predict their binding affinity value. This is MHC class I binding data. The peptide sequence is TAFSIYHQI. The MHC is H-2-Kb with pseudo-sequence H-2-Kb. The binding affinity (normalized) is 0.308.